This data is from Full USPTO retrosynthesis dataset with 1.9M reactions from patents (1976-2016). The task is: Predict the reactants needed to synthesize the given product. (1) Given the product [ClH:22].[CH3:3][N:2]([CH2:4][C:5]1[O:9][C:8]([CH2:10][S:11][CH2:12][CH2:13][NH:14][C:15]([NH:20][CH3:21])=[CH:16][N+:17]([O-:19])=[O:18])=[CH:7][CH:6]=1)[CH3:1], predict the reactants needed to synthesize it. The reactants are: [CH3:1][N:2]([CH2:4][C:5]1[O:9][C:8]([CH2:10][S:11][CH2:12][CH2:13][NH:14][C:15]([NH:20][CH3:21])=[CH:16][N+:17]([O-:19])=[O:18])=[CH:7][CH:6]=1)[CH3:3].[ClH:22]. (2) Given the product [CH3:1][CH2:2][C@H:3]1[O:18][C:16](=[O:17])[C@H:15]([CH3:19])[C@@H:14]([O:20][C@@H:21]2[O:26][C@@H:25]([CH3:27])[C@H:24]([OH:28])[C@@:23]([O:30][CH3:31])([CH3:29])[CH2:22]2)[C@H:13]([CH3:32])[C@@H:12]([O:33][C@@H:34]2[O:39][C@H:38]([CH3:40])[CH2:37][C@H:36]([N:41]([CH3:42])[CH3:43])[C@H:35]2[OH:44])[C@@:11]([OH:46])([CH3:45])[CH2:10][C@@H:9]([CH3:47])[C:7](=[O:8])[C@H:6]([CH3:48])[C@@H:5]([OH:49])[C@@:4]1([OH:51])[CH3:50].[N+:52]([O-:55])([O-:54])=[O:53], predict the reactants needed to synthesize it. The reactants are: [CH3:1][CH2:2][C@H:3]1[O:18][C:16](=[O:17])[C@H:15]([CH3:19])[C@@H:14]([O:20][C@@H:21]2[O:26][C@@H:25]([CH3:27])[C@H:24]([OH:28])[C@@:23]([O:30][CH3:31])([CH3:29])[CH2:22]2)[C@H:13]([CH3:32])[C@@H:12]([O:33][C@@H:34]2[O:39][C@H:38]([CH3:40])[CH2:37][C@H:36]([N:41]([CH3:43])[CH3:42])[C@H:35]2[OH:44])[C@@:11]([OH:46])([CH3:45])[CH2:10][C@@H:9]([CH3:47])[C:7](=[O:8])[C@H:6]([CH3:48])[C@@H:5]([OH:49])[C@@:4]1([OH:51])[CH3:50].[N+:52]([O-:55])([OH:54])=[O:53].